From a dataset of Full USPTO retrosynthesis dataset with 1.9M reactions from patents (1976-2016). Predict the reactants needed to synthesize the given product. (1) Given the product [CH3:35][NH:36][CH2:1][C:3]1[CH:4]=[C:5]([C:9]2[CH:10]=[C:11]3[C:15](=[C:16]([C:18]([NH2:20])=[O:19])[CH:17]=2)[NH:14][CH:13]=[C:12]3[CH:21]2[CH2:26][CH2:25][N:24]([S:27]([CH2:30][CH2:31][CH2:32][O:33][CH3:34])(=[O:28])=[O:29])[CH2:23][CH2:22]2)[CH:6]=[CH:7][CH:8]=1, predict the reactants needed to synthesize it. The reactants are: [CH:1]([C:3]1[CH:4]=[C:5]([C:9]2[CH:10]=[C:11]3[C:15](=[C:16]([C:18]([NH2:20])=[O:19])[CH:17]=2)[NH:14][CH:13]=[C:12]3[CH:21]2[CH2:26][CH2:25][N:24]([S:27]([CH2:30][CH2:31][CH2:32][O:33][CH3:34])(=[O:29])=[O:28])[CH2:23][CH2:22]2)[CH:6]=[CH:7][CH:8]=1)=O.[CH3:35][NH2:36].[BH4-].[Na+]. (2) Given the product [Cl:14][C:12]1[N:11]=[C:10]2[C:6]([N:7]=[CH:8][N:9]2[CH:15]2[CH2:19][CH2:18][CH2:17][CH2:16]2)=[C:5]([NH:4][CH2:3][CH2:2][NH:1][CH2:26][C:25]2[CH:28]=[CH:29][C:30]([Cl:31])=[C:23]([Cl:22])[CH:24]=2)[N:13]=1, predict the reactants needed to synthesize it. The reactants are: [NH2:1][CH2:2][CH2:3][NH:4][C:5]1[N:13]=[C:12]([Cl:14])[N:11]=[C:10]2[C:6]=1[N:7]=[CH:8][N:9]2[CH:15]1[CH2:19][CH2:18][CH2:17][CH2:16]1.CO.[Cl:22][C:23]1[CH:24]=[C:25]([CH:28]=[CH:29][C:30]=1[Cl:31])[CH:26]=O.[BH3-]C#N.[Na+]. (3) Given the product [CH:21]1([CH2:20][O:11][C:7]2[CH:6]=[C:5]([CH:10]=[CH:9][CH:8]=2)[O:4][C:3]2[CH:12]=[CH:13][C:14]([N+:16]([O-:18])=[O:17])=[CH:15][C:2]=2[CH3:1])[CH2:23][CH2:22]1, predict the reactants needed to synthesize it. The reactants are: [CH3:1][C:2]1[CH:15]=[C:14]([N+:16]([O-:18])=[O:17])[CH:13]=[CH:12][C:3]=1[O:4][C:5]1[CH:6]=[C:7]([OH:11])[CH:8]=[CH:9][CH:10]=1.Br[CH2:20][CH:21]1[CH2:23][CH2:22]1.C(=O)([O-])[O-].[K+].[K+]. (4) Given the product [I:1][C:2]1[CH:3]=[N:4][N:5]([CH:7]2[CH2:12][CH2:11][CH:10]([N:14]3[CH2:17][CH:16]([NH:18][C:19]([CH2:21][NH:22][C:23](=[O:34])[C:24]4[CH:29]=[CH:28][CH:27]=[C:26]([C:30]([F:33])([F:31])[F:32])[CH:25]=4)=[O:20])[CH2:15]3)[CH2:9][CH2:8]2)[CH:6]=1, predict the reactants needed to synthesize it. The reactants are: [I:1][C:2]1[CH:3]=[N:4][N:5]([CH:7]2[CH2:12][CH2:11][C:10](=O)[CH2:9][CH2:8]2)[CH:6]=1.[NH:14]1[CH2:17][CH:16]([NH:18][C:19]([CH2:21][NH:22][C:23](=[O:34])[C:24]2[CH:29]=[CH:28][CH:27]=[C:26]([C:30]([F:33])([F:32])[F:31])[CH:25]=2)=[O:20])[CH2:15]1. (5) Given the product [Br:1][C:2]1[CH:7]=[CH:6][C:5]([C:8]2[CH:9]=[CH:10][C:11]([Cl:14])=[CH:12][CH:13]=2)=[CH:4][C:3]=1[CH:15]1[C:16]2([C:17](=[O:25])[C:18]([CH3:24])([CH3:23])[O:19][C:20]2([CH3:21])[CH3:22])[O:26]1, predict the reactants needed to synthesize it. The reactants are: [Br:1][C:2]1[CH:7]=[CH:6][C:5]([C:8]2[CH:13]=[CH:12][C:11]([Cl:14])=[CH:10][CH:9]=2)=[CH:4][C:3]=1[CH:15]=[C:16]1[C:20]([CH3:22])([CH3:21])[O:19][C:18]([CH3:24])([CH3:23])[C:17]1=[O:25].[OH:26]O.[OH-].[Li+]. (6) Given the product [C:1]([OH:6])(=[O:5])[C:2]([CH3:4])=[CH2:3].[CH:7]([CH:9]=[CH2:10])=[O:8], predict the reactants needed to synthesize it. The reactants are: [C:1]([OH:6])(=[O:5])[C:2]([CH3:4])=[CH2:3].[CH:7]([CH:9]=[CH2:10])=[O:8].N(C(C)(C)C#N)=NC(C)(C)C#N.C(OC(C)COC)(=O)C.